From a dataset of CYP2D6 substrate classification data from Carbon-Mangels et al.. Regression/Classification. Given a drug SMILES string, predict its absorption, distribution, metabolism, or excretion properties. Task type varies by dataset: regression for continuous measurements (e.g., permeability, clearance, half-life) or binary classification for categorical outcomes (e.g., BBB penetration, CYP inhibition). Dataset: cyp2d6_substrate_carbonmangels. (1) The drug is CC[C@@H]1NC(=O)[C@@H](NC(=O)c2ncccc2O)[C@@H](C)OC(=O)[C@H](c2ccccc2)NC(=O)[C@@H]2CC(=O)[C@H](CS[C@@H]3CN4CCC3CC4)CN2C(=O)[C@H](Cc2ccc(N(C)C)cc2)N(C)C(=O)[C@@H]2CCCN2C1=O. The result is 0 (non-substrate). (2) The drug is CCO. The result is 0 (non-substrate).